Regression. Given a peptide amino acid sequence and an MHC pseudo amino acid sequence, predict their binding affinity value. This is MHC class II binding data. From a dataset of Peptide-MHC class II binding affinity with 134,281 pairs from IEDB. (1) The peptide sequence is MEYLGHNAAGQWLEF. The MHC is DRB1_0301 with pseudo-sequence DRB1_0301. The binding affinity (normalized) is 0.243. (2) The peptide sequence is PAADKFKTFEAAFTS. The MHC is HLA-DQA10501-DQB10201 with pseudo-sequence HLA-DQA10501-DQB10201. The binding affinity (normalized) is 0.349. (3) The peptide sequence is NLSNVLATITTGVLDI. The MHC is DRB1_1201 with pseudo-sequence DRB1_1201. The binding affinity (normalized) is 0. (4) The peptide sequence is VVITENCGTRGPSLR. The MHC is DRB1_0405 with pseudo-sequence DRB1_0405. The binding affinity (normalized) is 0.126. (5) The peptide sequence is TLWQRPLVTIKIGGQLREAL. The MHC is HLA-DPA10201-DPB10101 with pseudo-sequence HLA-DPA10201-DPB10101. The binding affinity (normalized) is 0.365. (6) The peptide sequence is TYDKGILTVSVAVSE. The MHC is HLA-DQA10102-DQB10602 with pseudo-sequence HLA-DQA10102-DQB10602. The binding affinity (normalized) is 0.552.